From a dataset of Catalyst prediction with 721,799 reactions and 888 catalyst types from USPTO. Predict which catalyst facilitates the given reaction. (1) Reactant: Cl.C(N=C=NCCCN(C)C)C.CN(C1C=CC=CN=1)C.[Cl:22][C:23]1[CH:31]=[CH:30][C:26]([C:27](O)=[O:28])=[C:25]([NH:32][C@H:33]2[CH2:38][CH2:37][CH2:36][CH2:35][C@@H:34]2[N:39]2[CH2:43][CH2:42][CH2:41][CH2:40]2)[CH:24]=1.[NH2:44][C:45]1[CH:54]=[C:53]2[C:48]([CH2:49][CH2:50][C:51](=[O:56])[N:52]2[CH3:55])=[CH:47][CH:46]=1. Product: [Cl:22][C:23]1[CH:31]=[CH:30][C:26]([C:27]([NH:44][C:45]2[CH:54]=[C:53]3[C:48]([CH2:49][CH2:50][C:51](=[O:56])[N:52]3[CH3:55])=[CH:47][CH:46]=2)=[O:28])=[C:25]([NH:32][C@H:33]2[CH2:38][CH2:37][CH2:36][CH2:35][C@@H:34]2[N:39]2[CH2:40][CH2:41][CH2:42][CH2:43]2)[CH:24]=1. The catalyst class is: 2. (2) Reactant: C(=O)([O-])O.[Na+].[S:6]=[C:7]1[NH:12][C:11]2[NH:13][CH:14]=[CH:15][C:10]=2[C:9](=[O:16])[N:8]1[C:17]1[CH:22]=[CH:21][C:20]([O:23][CH2:24][C:25]([F:28])([F:27])[F:26])=[CH:19][CH:18]=1.Br[CH2:30][CH2:31][O:32][CH2:33][CH2:34][O:35][CH2:36][CH3:37].[I-].[Na+]. Product: [CH2:31]([O:32][CH2:33][CH2:34][O:35][CH2:36][CH2:37][S:6][C:7]1[N:8]([C:17]2[CH:18]=[CH:19][C:20]([O:23][CH2:24][C:25]([F:28])([F:27])[F:26])=[CH:21][CH:22]=2)[C:9](=[O:16])[C:10]2[CH:15]=[CH:14][NH:13][C:11]=2[N:12]=1)[CH3:30]. The catalyst class is: 434. (3) Reactant: C(OC([N:8]1[CH2:13][CH2:12][C@H:11]([O:14][C:15]2[CH:20]=[CH:19][C:18]([C:21]3[N:26]=[C:25]([NH:27][C:28]4[CH:33]=[CH:32][C:31]([N:34]5[CH2:39][CH2:38][N:37]([CH:40]6[CH2:43][O:42][CH2:41]6)[C@@H:36]([CH3:44])[CH2:35]5)=[CH:30][CH:29]=4)[N:24]=[CH:23][N:22]=3)=[CH:17][C:16]=2[C:45]#[N:46])[C@H:10]([F:47])[CH2:9]1)=O)(C)(C)C.C(O)(C(F)(F)F)=O. Product: [F:47][C@H:10]1[C@@H:11]([O:14][C:15]2[CH:20]=[CH:19][C:18]([C:21]3[N:26]=[C:25]([NH:27][C:28]4[CH:33]=[CH:32][C:31]([N:34]5[CH2:39][CH2:38][N:37]([CH:40]6[CH2:41][O:42][CH2:43]6)[C@@H:36]([CH3:44])[CH2:35]5)=[CH:30][CH:29]=4)[N:24]=[CH:23][N:22]=3)=[CH:17][C:16]=2[C:45]#[N:46])[CH2:12][CH2:13][NH:8][CH2:9]1. The catalyst class is: 2.